Dataset: Catalyst prediction with 721,799 reactions and 888 catalyst types from USPTO. Task: Predict which catalyst facilitates the given reaction. Reactant: [C:1]1([CH2:7][CH2:8][C:9]([NH:11][C:12]2[CH:13]=[C:14]([CH:29]=[CH:30][N:31]=2)[C:15]([NH:17][NH:18]C(OCC2C=CC=CC=2)=O)=[O:16])=[O:10])[CH:6]=[CH:5][CH:4]=[CH:3][CH:2]=1.CO. Product: [NH:17]([C:15]([C:14]1[CH:29]=[CH:30][N:31]=[C:12]([NH:11][C:9](=[O:10])[CH2:8][CH2:7][C:1]2[CH:2]=[CH:3][CH:4]=[CH:5][CH:6]=2)[CH:13]=1)=[O:16])[NH2:18]. The catalyst class is: 304.